From a dataset of Peptide-MHC class I binding affinity with 185,985 pairs from IEDB/IMGT. Regression. Given a peptide amino acid sequence and an MHC pseudo amino acid sequence, predict their binding affinity value. This is MHC class I binding data. (1) The peptide sequence is HSNLNDATY. The MHC is HLA-A23:01 with pseudo-sequence HLA-A23:01. The binding affinity (normalized) is 0. (2) The MHC is HLA-A01:01 with pseudo-sequence HLA-A01:01. The peptide sequence is SYRNFSFSL. The binding affinity (normalized) is 0.0847. (3) The peptide sequence is YVLLHLLVV. The MHC is HLA-A02:01 with pseudo-sequence HLA-A02:01. The binding affinity (normalized) is 0.573. (4) The peptide sequence is HSSKCNGMY. The MHC is HLA-A01:01 with pseudo-sequence HLA-A01:01. The binding affinity (normalized) is 0.571. (5) The peptide sequence is MVFILLPQR. The MHC is HLA-A33:01 with pseudo-sequence HLA-A33:01. The binding affinity (normalized) is 0.541. (6) The peptide sequence is VVRDFENYVK. The binding affinity (normalized) is 0.169. The MHC is HLA-A33:01 with pseudo-sequence HLA-A33:01. (7) The peptide sequence is RRRIGEIFK. The MHC is HLA-B58:01 with pseudo-sequence HLA-B58:01. The binding affinity (normalized) is 0.0847. (8) The peptide sequence is LSDAARLFL. The MHC is HLA-A02:19 with pseudo-sequence HLA-A02:19. The binding affinity (normalized) is 0.0847.